Task: Predict the reaction yield, written as a fraction of the theoretical maximum amount of product (1.0 means a 100% yield; for example, 0.34 means a 34% yield).. Dataset: Reaction yield outcomes from USPTO patents with 853,638 reactions (1) The reactants are [NH:1]([C:9]([O:11][CH2:12][CH:13]1[C:25]2[C:20](=[CH:21][CH:22]=[CH:23][CH:24]=2)[C:19]2[C:14]1=[CH:15][CH:16]=[CH:17][CH:18]=2)=[O:10])[C@H:2]([C:6]([OH:8])=[O:7])[CH:3]([CH3:5])[CH3:4].O[N:27]1[C:31](=[O:32])[CH2:30][CH2:29][C:28]1=[O:33].C1CCC(N=C=NC2CCCCC2)CC1. The catalyst is C1COCC1. The product is [NH:1]([C:9]([O:11][CH2:12][CH:13]1[C:14]2[C:19](=[CH:18][CH:17]=[CH:16][CH:15]=2)[C:20]2[C:25]1=[CH:24][CH:23]=[CH:22][CH:21]=2)=[O:10])[C@H:2]([C:6]([O:8][N:27]1[C:31](=[O:32])[CH2:30][CH2:29][C:28]1=[O:33])=[O:7])[CH:3]([CH3:5])[CH3:4]. The yield is 0.910. (2) The yield is 0.290. The reactants are [C:1]([C:5]1[N:10]=[C:9]([N:11]2[CH2:16][CH2:15][N:14]([CH2:17][CH2:18][CH2:19][CH2:20][NH2:21])[CH2:13][CH2:12]2)[CH:8]=[C:7]([C:22]([F:25])([F:24])[F:23])[N:6]=1)([CH3:4])([CH3:3])[CH3:2].C1N=CN([C:31](N2C=NC=C2)=[O:32])C=1.[CH3:38][O:39][C:40]1[CH:41]=[C:42]([N:46]2[CH2:51][CH2:50][NH:49][CH2:48][CH2:47]2)[CH:43]=[CH:44][CH:45]=1. The product is [C:1]([C:5]1[N:10]=[C:9]([N:11]2[CH2:16][CH2:15][N:14]([CH2:17][CH2:18][CH2:19][CH2:20][NH:21][C:31]([N:49]3[CH2:50][CH2:51][N:46]([C:42]4[CH:43]=[CH:44][CH:45]=[C:40]([O:39][CH3:38])[CH:41]=4)[CH2:47][CH2:48]3)=[O:32])[CH2:13][CH2:12]2)[CH:8]=[C:7]([C:22]([F:24])([F:25])[F:23])[N:6]=1)([CH3:4])([CH3:2])[CH3:3]. The catalyst is C(Cl)(Cl)Cl.CO. (3) The reactants are [CH3:1][O:2][C:3](=[O:26])[CH:4]=[C:5]([C:7]1[N:8]([S:17]([C:20]2[CH:25]=[CH:24][CH:23]=[CH:22][CH:21]=2)(=[O:19])=[O:18])[C:9]2[C:14]([CH:15]=1)=[C:13](Br)[CH:12]=[CH:11][CH:10]=2)[CH3:6].[CH2:27]([O:31][C:32]1[C:37]([CH:38]([CH3:40])[CH3:39])=[CH:36][C:35]([CH:41]([CH3:43])[CH3:42])=[CH:34][C:33]=1B(O)O)[CH2:28][CH2:29][CH3:30].C([O-])([O-])=O.[Na+].[Na+].CCCCCC. The catalyst is C1(C)C=CC=CC=1.O.C(OCC)(=O)C.[Pd].C1(P(C2C=CC=CC=2)C2C=CC=CC=2)C=CC=CC=1.C1(P(C2C=CC=CC=2)C2C=CC=CC=2)C=CC=CC=1.C1(P(C2C=CC=CC=2)C2C=CC=CC=2)C=CC=CC=1.C1(P(C2C=CC=CC=2)C2C=CC=CC=2)C=CC=CC=1.C(OCC)(=O)C. The product is [CH3:1][O:2][C:3](=[O:26])[CH:4]=[C:5]([C:7]1[N:8]([S:17]([C:20]2[CH:25]=[CH:24][CH:23]=[CH:22][CH:21]=2)(=[O:19])=[O:18])[C:9]2[C:14]([CH:15]=1)=[C:13]([C:33]1[CH:34]=[C:35]([CH:41]([CH3:43])[CH3:42])[CH:36]=[C:37]([CH:38]([CH3:39])[CH3:40])[C:32]=1[O:31][CH2:27][CH2:28][CH2:29][CH3:30])[CH:12]=[CH:11][CH:10]=2)[CH3:6]. The yield is 0.480. (4) The reactants are [N-:1]=[C:2]=[O:3].[C:4]1([CH2:10][CH2:11][CH2:12][CH2:13]N)[CH:9]=[CH:8][CH:7]=[CH:6][CH:5]=1. No catalyst specified. The product is [N:1]([CH2:13][CH2:12][CH2:11][CH2:10][C:4]1[CH:9]=[CH:8][CH:7]=[CH:6][CH:5]=1)=[C:2]=[O:3]. The yield is 0.840. (5) The yield is 0.150. The product is [NH:1]1[C:9]2[C:4](=[CH:5][CH:6]=[CH:7][N:8]=2)[C:3]([CH:10]([C:3]2[C:4]3[C:9](=[N:8][CH:7]=[CH:6][CH:5]=3)[NH:1][CH:2]=2)[CH2:11][CH2:12][CH3:13])=[CH:2]1. The reactants are [NH:1]1[C:9]2[C:4](=[CH:5][CH:6]=[CH:7][N:8]=2)[CH:3]=[CH:2]1.[CH:10](=O)[CH2:11][CH2:12][CH3:13]. No catalyst specified. (6) The reactants are [CH3:1][O:2][C:3]([C:5]1[C:21]([NH:22][C:23]2[CH:28]=[CH:27][C:26](I)=[CH:25][C:24]=2[CH3:30])=[C:20]([F:31])[C:8]2[N:9]=[C:10]([CH2:12][O:13][CH2:14][CH2:15][Si:16]([CH3:19])([CH3:18])[CH3:17])[NH:11][C:7]=2[CH:6]=1)=[O:4].[CH3:32][N:33](C=O)C. The catalyst is C1C=CC(P(C2C=CC=CC=2)[C-]2C=CC=C2)=CC=1.C1C=CC(P(C2C=CC=CC=2)[C-]2C=CC=C2)=CC=1.[Fe+2].C1C=CC(/C=C/C(/C=C/C2C=CC=CC=2)=O)=CC=1.C1C=CC(/C=C/C(/C=C/C2C=CC=CC=2)=O)=CC=1.C1C=CC(/C=C/C(/C=C/C2C=CC=CC=2)=O)=CC=1.[Pd].[Pd].[C-]#N.[C-]#N.[Zn+2]. The product is [CH3:1][O:2][C:3]([C:5]1[C:21]([NH:22][C:23]2[CH:28]=[CH:27][C:26]([C:32]#[N:33])=[CH:25][C:24]=2[CH3:30])=[C:20]([F:31])[C:8]2[N:9]=[C:10]([CH2:12][O:13][CH2:14][CH2:15][Si:16]([CH3:19])([CH3:18])[CH3:17])[NH:11][C:7]=2[CH:6]=1)=[O:4]. The yield is 0.770. (7) The catalyst is C(Cl)Cl.O. The reactants are [C:1]1([C:7]2[CH:16]=[CH:15][CH:14]=[C:13]3[C:8]=2[C:9]([NH:27][CH2:28][C:29]2[CH:34]=[CH:33][CH:32]=[CH:31][N:30]=2)=[N:10][C:11]([C:17]2[CH:18]=[N:19][CH:20]=[C:21]([CH:26]=2)[C:22]([NH:24][NH2:25])=[O:23])=[N:12]3)[CH:6]=[CH:5][CH:4]=[CH:3][CH:2]=1.Cl[C:36](=O)[C:37]([O:39][CH3:40])=[O:38].C(=O)([O-])[O-].[K+].[K+].S(OS(C(F)(F)F)(=O)=O)(C(F)(F)F)(=O)=O.N1C=CC=CC=1. The product is [C:1]1([C:7]2[CH:16]=[CH:15][CH:14]=[C:13]3[C:8]=2[C:9]([NH:27][CH2:28][C:29]2[CH:34]=[CH:33][CH:32]=[CH:31][N:30]=2)=[N:10][C:11]([C:17]2[CH:26]=[C:21]([C:22]4[O:23][C:36]([C:37]([O:39][CH3:40])=[O:38])=[N:25][N:24]=4)[CH:20]=[N:19][CH:18]=2)=[N:12]3)[CH:2]=[CH:3][CH:4]=[CH:5][CH:6]=1. The yield is 0.780.